Dataset: Full USPTO retrosynthesis dataset with 1.9M reactions from patents (1976-2016). Task: Predict the reactants needed to synthesize the given product. (1) Given the product [CH3:25][O:24][C:21]1[CH:20]=[CH:19][C:18]([C:17]2[C:10]3[C:9]([O:4][CH2:3][C:2]([CH3:7])([CH3:1])[CH2:5][OH:6])=[N:14][CH:13]=[N:12][C:11]=3[O:15][C:16]=2[C:26]2[CH:27]=[CH:28][CH:29]=[CH:30][CH:31]=2)=[CH:23][CH:22]=1, predict the reactants needed to synthesize it. The reactants are: [CH3:1][C:2]([CH3:7])([CH2:5][OH:6])[CH2:3][OH:4].Cl[C:9]1[C:10]2[C:17]([C:18]3[CH:23]=[CH:22][C:21]([O:24][CH3:25])=[CH:20][CH:19]=3)=[C:16]([C:26]3[CH:31]=[CH:30][CH:29]=[CH:28][CH:27]=3)[O:15][C:11]=2[N:12]=[CH:13][N:14]=1.ClCCl.C(O)(=O)CC(CC(O)=O)(C(O)=O)O. (2) Given the product [CH3:1][O:2][CH2:3][CH2:4][C@H:5]([C:6]1[CH:11]=[CH:10][CH:9]=[CH:8][CH:7]=1)[NH2:12], predict the reactants needed to synthesize it. The reactants are: [CH3:1][O:2][CH2:3][CH2:4][C@@H:5]([NH:12]C(=O)OC(C)(C)C)[C:6]1[CH:11]=[CH:10][CH:9]=[CH:8][CH:7]=1.C(O)(C(F)(F)F)=O. (3) Given the product [CH2:3]([O:10][C:11]1[C:16]([C:17]([OH:19])=[O:18])=[C:15]([CH3:22])[C:14]([C:23]#[N:24])=[CH:13][CH:12]=1)[C:4]1[CH:5]=[CH:6][CH:7]=[CH:8][CH:9]=1, predict the reactants needed to synthesize it. The reactants are: [OH-].[Na+].[CH2:3]([O:10][C:11]1[C:16]([C:17]([O:19]CC)=[O:18])=[C:15]([CH3:22])[C:14]([C:23]#[N:24])=[CH:13][CH:12]=1)[C:4]1[CH:9]=[CH:8][CH:7]=[CH:6][CH:5]=1.